This data is from Full USPTO retrosynthesis dataset with 1.9M reactions from patents (1976-2016). The task is: Predict the reactants needed to synthesize the given product. (1) Given the product [F:1][C:2]1[C:7]([NH:8][CH2:9][C:10]2[CH:15]=[C:14]([C:16]3[CH:21]=[CH:20][CH:19]=[C:18]([F:22])[CH:17]=3)[CH:13]=[C:12]([F:23])[C:11]=2[CH3:24])=[C:6]([F:25])[CH:5]=[CH:4][C:3]=1[O:26][CH2:34][C:35]([O:37][CH:38]([CH3:40])[CH3:39])=[O:36], predict the reactants needed to synthesize it. The reactants are: [F:1][C:2]1[C:7]([NH:8][CH2:9][C:10]2[CH:15]=[C:14]([C:16]3[CH:21]=[CH:20][CH:19]=[C:18]([F:22])[CH:17]=3)[CH:13]=[C:12]([F:23])[C:11]=2[CH3:24])=[C:6]([F:25])[CH:5]=[CH:4][C:3]=1[OH:26].C([O-])([O-])=O.[Cs+].[Cs+].Br[CH2:34][C:35]([O:37][CH:38]([CH3:40])[CH3:39])=[O:36].O. (2) Given the product [F:24][C:18]1[C:17]([C:13]2[CH:12]=[C:11]([N:9]3[CH:10]=[C:6]([C:4]([C:27]4[N:32]=[CH:31][CH:30]=[CH:29][N:28]=4)=[O:5])[N:7]=[CH:8]3)[CH:16]=[CH:15][CH:14]=2)=[C:22]([F:23])[CH:21]=[CH:20][N:19]=1, predict the reactants needed to synthesize it. The reactants are: CON(C)[C:4]([C:6]1[N:7]=[CH:8][N:9]([C:11]2[CH:16]=[CH:15][CH:14]=[C:13]([C:17]3[C:18]([F:24])=[N:19][CH:20]=[CH:21][C:22]=3[F:23])[CH:12]=2)[CH:10]=1)=[O:5].Br[C:27]1[N:32]=[CH:31][CH:30]=[CH:29][N:28]=1. (3) The reactants are: [CH3:1][N:2]1[CH:6]=[C:5]([C:7]([OH:9])=[O:8])[N:4]=[CH:3]1.[I-].[Cs+].C(=O)([O-])[O-].[Cs+].[Cs+].[NH2:18][C:19](=[O:62])[C:20]([CH3:61])([CH3:60])[CH2:21][NH:22][C:23]([C@H:25]([CH:57]([CH3:59])[CH3:58])[CH2:26][C@@H:27]1[O:31][CH2:30][N:29]([C:32]([O:34][CH2:35]Cl)=[O:33])[C@H:28]1[CH2:37][C@H:38]([CH2:42][C:43]1[CH:48]=[CH:47][C:46]([O:49][CH3:50])=[C:45]([O:51][CH2:52][CH2:53][CH2:54][O:55][CH3:56])[CH:44]=1)[CH:39]([CH3:41])[CH3:40])=[O:24]. Given the product [NH2:18][C:19](=[O:62])[C:20]([CH3:60])([CH3:61])[CH2:21][NH:22][C:23]([C@H:25]([CH:57]([CH3:58])[CH3:59])[CH2:26][C@@H:27]1[O:31][CH2:30][N:29]([C:32]([O:34][CH2:35][O:8][C:7]([C:5]2[N:4]=[CH:3][N:2]([CH3:1])[CH:6]=2)=[O:9])=[O:33])[C@H:28]1[CH2:37][C@H:38]([CH2:42][C:43]1[CH:48]=[CH:47][C:46]([O:49][CH3:50])=[C:45]([O:51][CH2:52][CH2:53][CH2:54][O:55][CH3:56])[CH:44]=1)[CH:39]([CH3:40])[CH3:41])=[O:24], predict the reactants needed to synthesize it. (4) Given the product [O:4]1[C:8]2=[C:9]([N:13]3[CH2:18][CH2:17][N:16]([CH2:19][CH2:20][C@H:21]4[CH2:26][CH2:25][C@H:24]([NH:27][C:33](=[O:34])[CH2:32][CH2:31][C:30]([N:29]([CH3:37])[CH3:28])=[O:36])[CH2:23][CH2:22]4)[CH2:15][CH2:14]3)[N:10]=[CH:11][CH:12]=[C:7]2[CH2:6][CH2:5]1, predict the reactants needed to synthesize it. The reactants are: Cl.Cl.Cl.[O:4]1[C:8]2=[C:9]([N:13]3[CH2:18][CH2:17][N:16]([CH2:19][CH2:20][C@H:21]4[CH2:26][CH2:25][C@H:24]([NH2:27])[CH2:23][CH2:22]4)[CH2:15][CH2:14]3)[N:10]=[CH:11][CH:12]=[C:7]2[CH2:6][CH2:5]1.[CH3:28][N:29]([CH3:37])[C:30](=[O:36])[CH2:31][CH2:32][C:33](O)=[O:34]. (5) Given the product [N:1]1[CH:6]=[CH:5][C:4]([C:7]2[N:8]=[C:9]3[CH2:23][CH2:22][CH2:21][N:20]([CH2:24][CH2:25][CH2:26][CH2:27][CH2:28][CH2:29][C:30]([OH:32])=[O:31])[C:10]3=[N:11][C:12]=2[C:13]2[CH:14]=[CH:15][C:16]([CH3:19])=[CH:17][CH:18]=2)=[CH:3][CH:2]=1, predict the reactants needed to synthesize it. The reactants are: [N:1]1[CH:6]=[CH:5][C:4]([C:7]2[N:8]=[C:9]3[CH2:23][CH2:22][CH2:21][N:20]([CH2:24][CH2:25][CH2:26][CH2:27][CH2:28][CH2:29][C:30]([O:32]CC)=[O:31])[C:10]3=[N:11][C:12]=2[C:13]2[CH:18]=[CH:17][C:16]([CH3:19])=[CH:15][CH:14]=2)=[CH:3][CH:2]=1.[Li+].[OH-]. (6) Given the product [F:2][C:3]1[CH:4]=[C:5]([CH:43]=[CH:44][CH:45]=1)[CH2:6][N:7]1[CH:11]=[C:10]([C:12]2[C:20]3[C:15](=[N:16][CH:17]=[C:18]([C:21]4[CH:22]=[CH:23][C:24]([CH:27]5[CH2:28][CH2:29][N:30]([CH2:46][C@@H:47]([OH:48])[CH3:49])[CH2:31][CH2:32]5)=[CH:25][CH:26]=4)[CH:19]=3)[N:14]([S:33]([C:36]3[CH:37]=[CH:38][C:39]([CH3:40])=[CH:41][CH:42]=3)(=[O:34])=[O:35])[CH:13]=2)[CH:9]=[N:8]1, predict the reactants needed to synthesize it. The reactants are: Cl.[F:2][C:3]1[CH:4]=[C:5]([CH:43]=[CH:44][CH:45]=1)[CH2:6][N:7]1[CH:11]=[C:10]([C:12]2[C:20]3[C:15](=[N:16][CH:17]=[C:18]([C:21]4[CH:26]=[CH:25][C:24]([CH:27]5[CH2:32][CH2:31][NH:30][CH2:29][CH2:28]5)=[CH:23][CH:22]=4)[CH:19]=3)[N:14]([S:33]([C:36]3[CH:42]=[CH:41][C:39]([CH3:40])=[CH:38][CH:37]=3)(=[O:35])=[O:34])[CH:13]=2)[CH:9]=[N:8]1.[CH3:46][C@H:47]1[CH2:49][O:48]1.CCN(C(C)C)C(C)C. (7) Given the product [Cl:1][C:2]1[CH:7]=[CH:6][C:5]([N:8]2[CH:12]=[CH:11][CH:10]=[C:9]2/[CH:13]=[CH:29]/[C:30]([O:32][CH3:33])=[O:31])=[C:4]([C:15](=[O:24])[C:16]2[CH:21]=[CH:20][CH:19]=[C:18]([Cl:22])[C:17]=2[Cl:23])[CH:3]=1, predict the reactants needed to synthesize it. The reactants are: [Cl:1][C:2]1[CH:7]=[CH:6][C:5]([N:8]2[CH:12]=[CH:11][CH:10]=[C:9]2[CH:13]=O)=[C:4]([C:15](=[O:24])[C:16]2[CH:21]=[CH:20][CH:19]=[C:18]([Cl:22])[C:17]=2[Cl:23])[CH:3]=1.CP(=[CH:29][C:30]([O:32][CH3:33])=[O:31])(C)C. (8) Given the product [Br:11][C:12]1[CH:17]=[CH:16][CH:15]=[CH:14][C:13]=1[NH:18][C:19]([NH:21][C:22]1[CH:27]=[CH:26][C:25]([Cl:28])=[C:24]([S:29]([NH:32][CH:33]2[CH2:37][CH2:36][O:35][NH:34]2)(=[O:31])=[O:30])[C:23]=1[O:38][Si:39]([C:42]([CH3:45])([CH3:44])[CH3:43])([CH3:41])[CH3:40])=[S:20], predict the reactants needed to synthesize it. The reactants are: C1(NC(N)=S)C=CC=CC=1.[Br:11][C:12]1[CH:17]=[CH:16][CH:15]=[CH:14][C:13]=1[NH:18][C:19]([NH:21][C:22]1[CH:27]=[CH:26][C:25]([Cl:28])=[C:24]([S:29]([NH:32][CH:33]2[CH2:37][CH2:36][O:35][NH:34]2)(=[O:31])=[O:30])[C:23]=1[OH:38])=[S:20].[Si:39](Cl)([C:42]([CH3:45])([CH3:44])[CH3:43])([CH3:41])[CH3:40].N1C=CN=C1. (9) Given the product [CH:26]1([C:24](=[O:25])[CH2:23][O:21][C:3]2[C:2]([F:1])=[CH:17][C:16]([N+:18]([O-:20])=[O:19])=[CH:15][C:4]=2[CH2:5][N:6]([CH3:14])[C:7](=[O:13])[O:8][C:9]([CH3:11])([CH3:12])[CH3:10])[CH2:28][CH2:27]1, predict the reactants needed to synthesize it. The reactants are: [F:1][C:2]1[C:3]([OH:21])=[C:4]([CH:15]=[C:16]([N+:18]([O-:20])=[O:19])[CH:17]=1)[CH2:5][N:6]([CH3:14])[C:7](=[O:13])[O:8][C:9]([CH3:12])([CH3:11])[CH3:10].Br[CH2:23][C:24]([CH:26]1[CH2:28][CH2:27]1)=[O:25].C([O-])([O-])=O.[K+].[K+].